Dataset: Catalyst prediction with 721,799 reactions and 888 catalyst types from USPTO. Task: Predict which catalyst facilitates the given reaction. (1) Reactant: [O:1]1[CH2:6][CH2:5][N:4]([CH2:7][C:8]2[CH:13]=[CH:12][C:11]([OH:14])=[CH:10][CH:9]=2)[CH2:3][CH2:2]1.Br[CH2:16][CH2:17][CH2:18][CH2:19][CH2:20][CH2:21][N:22]1[C:26](=[O:27])[C:25]2=[CH:28][CH:29]=[CH:30][CH:31]=[C:24]2[C:23]1=[O:32].C([O-])([O-])=O.[K+].[K+]. Product: [O:1]1[CH2:2][CH2:3][N:4]([CH2:7][C:8]2[CH:13]=[CH:12][C:11]([O:14][CH2:16][CH2:17][CH2:18][CH2:19][CH2:20][CH2:21][N:22]3[C:26](=[O:27])[C:25]4=[CH:28][CH:29]=[CH:30][CH:31]=[C:24]4[C:23]3=[O:32])=[CH:10][CH:9]=2)[CH2:5][CH2:6]1. The catalyst class is: 3. (2) Reactant: [CH3:1][N:2]([C:20]1[CH:21]=[CH:22][CH:23]=[CH:24][N:25]=1)[CH2:3][CH2:4][O:5][C:6]1[CH:7]=[CH:8][C:9]([CH2:12][CH:13]2[S:19][C:17](=[O:18])[NH:16][C:14]2=[O:15])=[CH:10][CH:11]=1.[CH2:26]([OH:28])[CH3:27].CO. Product: [CH3:1][N:2]([C:20]1[N:25]=[CH:24][CH:23]=[CH:22][CH:21]=1)[CH2:3][CH2:4][O:5][C:6]1[CH:7]=[CH:8][C:9]([CH2:12][CH:13]2[S:19][C:17]([O-:18])=[N:16][C:14]2=[O:15])=[CH:10][CH:11]=1.[CH3:1][N+:2]([CH2:27][CH2:26][OH:28])([CH3:20])[CH3:3]. The catalyst class is: 6. (3) Reactant: [F:1][C:2]1[CH:7]=[CH:6][CH:5]=[CH:4][C:3]=1[S:8]([CH:11]1[CH2:16][CH2:15][N:14](C(OC(C)(C)C)=O)[CH2:13][CH2:12]1)(=[O:10])=[O:9].Cl. Product: [F:1][C:2]1[CH:7]=[CH:6][CH:5]=[CH:4][C:3]=1[S:8]([CH:11]1[CH2:16][CH2:15][NH:14][CH2:13][CH2:12]1)(=[O:9])=[O:10]. The catalyst class is: 12. (4) Reactant: [CH2:1]([O:8][C:9]1[N:10]=[C:11]2[C:16](=[CH:17][CH:18]=1)[N:15]=[CH:14][C:13]([C:19]([O:21]CC1C=CC=CC=1)=[O:20])=[C:12]2[CH3:29])[C:2]1[CH:7]=[CH:6][CH:5]=[CH:4][CH:3]=1.O.[OH-].[K+].C(O)(=O)CC(CC(O)=O)(C(O)=O)O. Product: [CH2:1]([O:8][C:9]1[N:10]=[C:11]2[C:16](=[CH:17][CH:18]=1)[N:15]=[CH:14][C:13]([C:19]([OH:21])=[O:20])=[C:12]2[CH3:29])[C:2]1[CH:7]=[CH:6][CH:5]=[CH:4][CH:3]=1. The catalyst class is: 16. (5) Product: [CH2:27]([O:29][CH2:30][C:31]([O:22][CH:4]1[CH2:3][CH:2]([CH3:1])[CH2:11][C:10]2[N:9]=[N:8][C:7]([C:12]3[CH:17]=[CH:16][CH:15]=[C:14]([C:18]([F:21])([F:20])[F:19])[CH:13]=3)=[CH:6][C:5]1=2)=[O:32])[CH3:28]. The catalyst class is: 637. Reactant: [CH3:1][CH:2]1[CH2:11][C:10]2[N:9]=[N:8][C:7]([C:12]3[CH:17]=[CH:16][CH:15]=[C:14]([C:18]([F:21])([F:20])[F:19])[CH:13]=3)=[CH:6][C:5]=2[CH:4]([OH:22])[CH2:3]1.C(Cl)CCl.[CH2:27]([O:29][CH2:30][C:31](O)=[O:32])[CH3:28]. (6) Reactant: [Si:1]([O:8][C:9]1[CH:30]=[CH:29][C:12]([CH2:13][CH:14]([C:24]([O:26]CC)=[O:25])[C:15]([CH2:22][CH3:23])([OH:21])[C:16]([O:18]CC)=[O:17])=[CH:11][CH:10]=1)([C:4]([CH3:7])([CH3:6])[CH3:5])([CH3:3])[CH3:2].[OH-].[Li+].Cl. The catalyst class is: 155. Product: [Si:1]([O:8][C:9]1[CH:30]=[CH:29][C:12]([CH2:13][CH:14]([C:24]([OH:26])=[O:25])[C:15]([CH2:22][CH3:23])([OH:21])[C:16]([OH:18])=[O:17])=[CH:11][CH:10]=1)([C:4]([CH3:7])([CH3:5])[CH3:6])([CH3:3])[CH3:2].